From a dataset of Catalyst prediction with 721,799 reactions and 888 catalyst types from USPTO. Predict which catalyst facilitates the given reaction. (1) Reactant: Br[C:2]1[CH:3]=[CH:4][C:5]([F:10])=[C:6]([CH2:8][OH:9])[CH:7]=1.[Li]CCCC.C([O:19][B:20](OC(C)C)[O:21]C(C)C)(C)C. Product: [F:10][C:5]1[CH:4]=[CH:3][C:2]([B:20]([OH:21])[OH:19])=[CH:7][C:6]=1[CH2:8][OH:9]. The catalyst class is: 1. (2) Reactant: [CH3:1][O:2][C:3](=[O:15])[C:4]1[C:5](=[C:10]([OH:14])[CH:11]=[CH:12][CH:13]=1)[C:6]([O:8][CH3:9])=[O:7].C(=O)([O-])[O-].[K+].[K+].[Cl:22][C:23]1[CH:30]=[CH:29][C:26]([CH2:27]Cl)=[CH:25][CH:24]=1. Product: [CH3:1][O:2][C:3](=[O:15])[C:4]1[C:5](=[C:10]([O:14][CH2:27][C:26]2[CH:29]=[CH:30][C:23]([Cl:22])=[CH:24][CH:25]=2)[CH:11]=[CH:12][CH:13]=1)[C:6]([O:8][CH3:9])=[O:7]. The catalyst class is: 21. (3) Reactant: [CH2:1]([N:8]1[CH:12]=[C:11]([C:13]([O:15][CH2:16][CH3:17])=[O:14])[C:10]([O:18][CH2:19][C:20]2[CH:25]=[CH:24][C:23]([O:26][CH2:27][C:28]3[N:29]=[C:30]([C:34]4[O:35][CH:36]=[CH:37][CH:38]=4)[O:31][C:32]=3[CH3:33])=[C:22]([OH:39])[CH:21]=2)=[N:9]1)[C:2]1[CH:7]=[CH:6][CH:5]=[CH:4][CH:3]=1.[CH2:40](Br)[C:41]1[CH:46]=[CH:45][CH:44]=[CH:43][CH:42]=1.CN(C)C=O. Product: [CH2:1]([N:8]1[CH:12]=[C:11]([C:13]([O:15][CH2:16][CH3:17])=[O:14])[C:10]([O:18][CH2:19][C:20]2[CH:25]=[CH:24][C:23]([O:26][CH2:27][C:28]3[N:29]=[C:30]([C:34]4[O:35][CH:36]=[CH:37][CH:38]=4)[O:31][C:32]=3[CH3:33])=[C:22]([O:39][CH2:40][C:41]3[CH:46]=[CH:45][CH:44]=[CH:43][CH:42]=3)[CH:21]=2)=[N:9]1)[C:2]1[CH:3]=[CH:4][CH:5]=[CH:6][CH:7]=1. The catalyst class is: 6. (4) Reactant: Br[C:2]1[CH:11]=[C:10]2[C:5]([CH:6]=[CH:7][N:8]=[CH:9]2)=[CH:4][CH:3]=1.[N:12]1[CH:17]=[CH:16][C:15](B(O)O)=[CH:14][CH:13]=1.C(=O)([O-])[O-].[Ca+2].C(COC)OC. Product: [N:12]1[CH:17]=[CH:16][CH:15]=[CH:14][C:13]=1[C:2]1[CH:11]=[C:10]2[C:5]([CH:6]=[CH:7][N:8]=[CH:9]2)=[CH:4][CH:3]=1. The catalyst class is: 103. (5) Reactant: [Cl:1][C:2]1[CH:7]=[CH:6][C:5]([O:8][C:9]2[CH:14]=[CH:13][C:12]([N+:15]([O-])=O)=[CH:11][N:10]=2)=[CH:4][C:3]=1[NH:18][C:19](=[O:24])[C:20]([F:23])([F:22])[F:21]. Product: [NH2:15][C:12]1[CH:13]=[CH:14][C:9]([O:8][C:5]2[CH:6]=[CH:7][C:2]([Cl:1])=[C:3]([NH:18][C:19](=[O:24])[C:20]([F:23])([F:21])[F:22])[CH:4]=2)=[N:10][CH:11]=1. The catalyst class is: 15. (6) The catalyst class is: 8. Product: [CH2:8]([N:7]([C:21]1[C:17]([O:16][CH2:14][CH3:15])=[N:18][S:19](=[O:26])(=[O:25])[N:20]=1)[CH2:1][CH2:2][CH2:3][CH2:4][CH2:5][CH3:6])[CH2:9][CH2:10][CH2:11][CH2:12][CH3:13]. Reactant: [CH2:1]([NH:7][CH2:8][CH2:9][CH2:10][CH2:11][CH2:12][CH3:13])[CH2:2][CH2:3][CH2:4][CH2:5][CH3:6].[CH2:14]([O:16][C:17]1[C:21](OCC)=[N:20][S:19](=[O:26])(=[O:25])[N:18]=1)[CH3:15]. (7) Reactant: [Br:1][C:2]1[CH:7]=[CH:6][C:5]([NH:8][C:9]2[N:13]([CH3:14])[C:12]3[CH:15]=[CH:16][C:17]([O:19][C:20]4[CH:25]=[CH:24][N:23]=[C:22]([C:26]([O:28]C(C)(C)C)=[O:27])[CH:21]=4)=[CH:18][C:11]=3[N:10]=2)=[CH:4][CH:3]=1. Product: [Br:1][C:2]1[CH:7]=[CH:6][C:5]([NH:8][C:9]2[N:13]([CH3:14])[C:12]3[CH:15]=[CH:16][C:17]([O:19][C:20]4[CH:25]=[CH:24][N:23]=[C:22]([C:26]([OH:28])=[O:27])[CH:21]=4)=[CH:18][C:11]=3[N:10]=2)=[CH:4][CH:3]=1. The catalyst class is: 574.